From a dataset of Forward reaction prediction with 1.9M reactions from USPTO patents (1976-2016). Predict the product of the given reaction. (1) Given the reactants [F:1][C:2]1[CH:7]=[CH:6][CH:5]=[CH:4][C:3]=1[C:8](=O)[CH3:9].[C:11]([S@:15]([NH2:17])=[O:16])(C)(C)C.[Cl-].[NH4+].C(OCC)(=O)C.O1[CH2:30][CH2:29][CH2:28]C1, predict the reaction product. The product is: [F:1][C:2]1[CH:7]=[CH:6][CH:5]=[CH:4][C:3]=1/[C:8](=[N:17]/[S@@:15]([CH2:11][CH:29]([CH3:28])[CH3:30])=[O:16])/[CH3:9]. (2) Given the reactants [Cl:1][C:2]1[CH:16]=[CH:15][C:5]2[C:6]3[CH:7]=[CH:8][CH:9]=[N:10][C:11]=3[C:12](=O)[NH:13][C:4]=2[CH:3]=1.O=P(Cl)(Cl)[Cl:19], predict the reaction product. The product is: [Cl:19][C:12]1[C:11]2[N:10]=[CH:9][CH:8]=[CH:7][C:6]=2[C:5]2[CH:15]=[CH:16][C:2]([Cl:1])=[CH:3][C:4]=2[N:13]=1.